Task: Predict the reactants needed to synthesize the given product.. Dataset: Full USPTO retrosynthesis dataset with 1.9M reactions from patents (1976-2016) (1) Given the product [Cl:22][C:23]1[CH:24]=[C:25]([CH2:29][C:30]([NH:1][N:2]2[N:11]=[C:10]([S:12]([C:15]3[CH:16]=[CH:17][CH:18]=[CH:19][CH:20]=3)(=[O:14])=[O:13])[C:9]3[C:4](=[CH:5][CH:6]=[CH:7][CH:8]=3)[C:3]2=[O:21])=[O:31])[CH:26]=[CH:27][CH:28]=1, predict the reactants needed to synthesize it. The reactants are: [NH2:1][N:2]1[N:11]=[C:10]([S:12]([C:15]2[CH:20]=[CH:19][CH:18]=[CH:17][CH:16]=2)(=[O:14])=[O:13])[C:9]2[C:4](=[CH:5][CH:6]=[CH:7][CH:8]=2)[C:3]1=[O:21].[Cl:22][C:23]1[CH:24]=[C:25]([CH2:29][C:30](O)=[O:31])[CH:26]=[CH:27][CH:28]=1. (2) Given the product [OH:2][C:3]1[CH:11]=[CH:10][C:6]([C:7]([OH:9])=[O:8])=[C:5]([N+:12]([O-:14])=[O:13])[CH:4]=1, predict the reactants needed to synthesize it. The reactants are: C[O:2][C:3]1[CH:11]=[CH:10][C:6]([C:7]([OH:9])=[O:8])=[C:5]([N+:12]([O-:14])=[O:13])[CH:4]=1. (3) Given the product [CH3:36][N:35]([CH3:37])[CH2:34][CH2:33][N:7]([C:8]1[CH:9]=[CH:10][C:11]([NH:14]/[C:15](=[C:22]2\[C:23](=[O:31])[NH:24][C:25]3[C:30]\2=[CH:29][CH:28]=[CH:27][CH:26]=3)/[C:16]2[CH:21]=[CH:20][CH:19]=[CH:18][CH:17]=2)=[CH:12][CH:13]=1)[S:4]([CH:1]([CH3:3])[CH3:2])(=[O:5])=[O:6], predict the reactants needed to synthesize it. The reactants are: [CH:1]([S:4]([NH:7][C:8]1[CH:13]=[CH:12][C:11]([NH:14]/[C:15](=[C:22]2\[C:23](=[O:31])[NH:24][C:25]3[C:30]\2=[CH:29][CH:28]=[CH:27][CH:26]=3)/[C:16]2[CH:21]=[CH:20][CH:19]=[CH:18][CH:17]=2)=[CH:10][CH:9]=1)(=[O:6])=[O:5])([CH3:3])[CH3:2].Cl[CH2:33][CH2:34][N:35]([CH3:37])[CH3:36].C(=O)([O-])[O-].[K+].[K+].[I-].[Na+]. (4) The reactants are: B(F)(F)F.CCOCC.[Si]([O:17][CH2:18][CH:19]([C:27]1[N:31]2[C:32]([F:49])=[CH:33][C:34]([C:36]3[CH:41]=[CH:40][N:39]=[C:38]([NH:42][C:43]4[N:47]([CH3:48])[N:46]=[CH:45][CH:44]=4)[N:37]=3)=[CH:35][C:30]2=[N:29][N:28]=1)[CH2:20][C:21]1[CH:26]=[CH:25][CH:24]=[CH:23][CH:22]=1)(C(C)(C)C)(C)C. Given the product [F:49][C:32]1[N:31]2[C:27]([CH:19]([CH2:20][C:21]3[CH:26]=[CH:25][CH:24]=[CH:23][CH:22]=3)[CH2:18][OH:17])=[N:28][N:29]=[C:30]2[CH:35]=[C:34]([C:36]2[CH:41]=[CH:40][N:39]=[C:38]([NH:42][C:43]3[N:47]([CH3:48])[N:46]=[CH:45][CH:44]=3)[N:37]=2)[CH:33]=1, predict the reactants needed to synthesize it.